From a dataset of Forward reaction prediction with 1.9M reactions from USPTO patents (1976-2016). Predict the product of the given reaction. (1) The product is: [NH2:34][C@@H:32]([C:28]1[CH:27]=[C:26]([CH2:25][C@@H:24]([NH:23][C:19]2[N:18]=[C:17]([N:14]3[CH2:13][CH2:12][O:11][C:10]4[CH:9]=[N:8][C:7]([C:1]5[CH:6]=[CH:5][CH:4]=[CH:3][CH:2]=5)=[N:16][C:15]3=4)[CH:22]=[CH:21][N:20]=2)[CH3:42])[CH:31]=[CH:30][CH:29]=1)[CH3:33]. Given the reactants [C:1]1([C:7]2[N:8]=[CH:9][C:10]3[O:11][CH2:12][CH2:13][N:14]([C:17]4[CH:22]=[CH:21][N:20]=[C:19]([NH:23][C@@H:24]([CH3:42])[CH2:25][C:26]5[CH:27]=[C:28]([C@H:32]([NH:34]C(=O)OC(C)(C)C)[CH3:33])[CH:29]=[CH:30][CH:31]=5)[N:18]=4)[C:15]=3[N:16]=2)[CH:6]=[CH:5][CH:4]=[CH:3][CH:2]=1.FC(F)(F)C(O)=O, predict the reaction product. (2) Given the reactants [CH3:1][N:2]1[C:7]2[CH:8]=[CH:9][CH:10]=[C:11]([CH3:12])[C:6]=2[C:5](=[O:13])[O:4][C:3]1=O.[NH2:15]C(N)=O, predict the reaction product. The product is: [CH3:1][N:2]1[C:7]2[C:6](=[C:11]([CH3:12])[CH:10]=[CH:9][CH:8]=2)[C:5](=[O:13])[NH:15][C:3]1=[O:4]. (3) Given the reactants C(=O)([O-])[O-].[K+].[K+].[F:7][C:8]1[CH:9]=[C:10]2[C:15](=[CH:16][CH:17]=1)[NH:14][C:13]([C:18]([O:20][CH3:21])=[O:19])=[CH:12][C:11]2=[O:22].[CH2:23](Br)[CH:24]=[CH2:25], predict the reaction product. The product is: [CH3:21][O:20][C:18]([C:13]1[CH:12]=[C:11]([O:22][CH2:25][CH:24]=[CH2:23])[C:10]2[C:15](=[CH:16][CH:17]=[C:8]([F:7])[CH:9]=2)[N:14]=1)=[O:19]. (4) Given the reactants [C:1]([N:5]1[C:9]2[N:10]=[CH:11][N:12]=[CH:13][C:8]=2[C:7](I)=[CH:6]1)([CH3:4])([CH3:3])[CH3:2].[C:15]1([C:21](=[N:28][C:29]2[CH:30]=[C:31]([CH:38]=[CH:39][N:40]=2)[C:32](N(OC)C)=[O:33])[C:22]2[CH:27]=[CH:26][CH:25]=[CH:24][CH:23]=2)[CH:20]=[CH:19][CH:18]=[CH:17][CH:16]=1, predict the reaction product. The product is: [C:1]([N:5]1[C:9]2[N:10]=[CH:11][N:12]=[CH:13][C:8]=2[C:7]([C:32]([C:31]2[CH:38]=[CH:39][N:40]=[C:29]([N:28]=[C:21]([C:15]3[CH:20]=[CH:19][CH:18]=[CH:17][CH:16]=3)[C:22]3[CH:27]=[CH:26][CH:25]=[CH:24][CH:23]=3)[CH:30]=2)=[O:33])=[CH:6]1)([CH3:4])([CH3:3])[CH3:2]. (5) Given the reactants [NH2:1][C:2]1[C:3]([C:21]([O:23][CH2:24][CH3:25])=[O:22])=[N:4][C:5]([C:8]2[CH2:9][CH2:10][N:11]([C:14]([O:16][C:17]([CH3:20])([CH3:19])[CH3:18])=[O:15])[CH2:12][CH:13]=2)=[CH:6][CH:7]=1, predict the reaction product. The product is: [NH2:1][C:2]1[C:3]([C:21]([O:23][CH2:24][CH3:25])=[O:22])=[N:4][C:5]([CH:8]2[CH2:13][CH2:12][N:11]([C:14]([O:16][C:17]([CH3:18])([CH3:19])[CH3:20])=[O:15])[CH2:10][CH2:9]2)=[CH:6][CH:7]=1.